From a dataset of Catalyst prediction with 721,799 reactions and 888 catalyst types from USPTO. Predict which catalyst facilitates the given reaction. (1) Reactant: [NH2:1][C:2]1[CH:20]=[CH:19][C:5]([O:6][C:7]2[CH:12]=[CH:11][N:10]=[C:9]3[NH:13][CH:14]=[C:15]([CH2:16][CH2:17][OH:18])[C:8]=23)=[C:4]([F:21])[CH:3]=1.[Cl:22][C:23]1[CH:28]=[C:27](Cl)[N:26]=[C:25]([NH2:30])[N:24]=1.Cl.[OH-].[Na+]. Product: [NH2:30][C:25]1[N:26]=[C:27]([NH:1][C:2]2[CH:20]=[CH:19][C:5]([O:6][C:7]3[CH:12]=[CH:11][N:10]=[C:9]4[NH:13][CH:14]=[C:15]([CH2:16][CH2:17][OH:18])[C:8]=34)=[C:4]([F:21])[CH:3]=2)[CH:28]=[C:23]([Cl:22])[N:24]=1. The catalyst class is: 6. (2) Reactant: [CH2:1]([O:8][C:9]1[C:10](=[O:34])[C:11]([C:23]2[N:27]([C:28]3[CH:33]=[CH:32][CH:31]=[CH:30][CH:29]=3)[N:26]=[CH:25][CH:24]=2)=[N:12][N:13]([C:15]2[CH:20]=[CH:19][C:18](I)=[CH:17][C:16]=2[F:22])[CH:14]=1)[C:2]1[CH:7]=[CH:6][CH:5]=[CH:4][CH:3]=1.Cl.[F:36][C:37]1([F:41])[CH2:40][NH:39][CH2:38]1.CC1(C)C2C(=C(P(C3C=CC=CC=3)C3C=CC=CC=3)C=CC=2)OC2C(P(C3C=CC=CC=3)C3C=CC=CC=3)=CC=CC1=2.CC(C)([O-])C.[Na+]. Product: [CH2:1]([O:8][C:9]1[C:10](=[O:34])[C:11]([C:23]2[N:27]([C:28]3[CH:33]=[CH:32][CH:31]=[CH:30][CH:29]=3)[N:26]=[CH:25][CH:24]=2)=[N:12][N:13]([C:15]2[CH:20]=[CH:19][C:18]([N:39]3[CH2:40][C:37]([F:41])([F:36])[CH2:38]3)=[CH:17][C:16]=2[F:22])[CH:14]=1)[C:2]1[CH:7]=[CH:6][CH:5]=[CH:4][CH:3]=1. The catalyst class is: 488. (3) Reactant: [C:1]([O:5][CH:6]([C:11]1[N:15]([CH3:16])[N:14]=[C:13]([C:17]2[CH:22]=[CH:21][CH:20]=[CH:19][CH:18]=2)[C:12]=1[C:23]1[CH2:28][CH2:27][C:26]([CH3:30])([CH3:29])[CH2:25][CH:24]=1)[C:7]([O:9]C)=[O:8])([CH3:4])([CH3:3])[CH3:2].[OH-].[K+]. Product: [C:1]([O:5][CH:6]([C:11]1[N:15]([CH3:16])[N:14]=[C:13]([C:17]2[CH:22]=[CH:21][CH:20]=[CH:19][CH:18]=2)[C:12]=1[C:23]1[CH2:28][CH2:27][C:26]([CH3:30])([CH3:29])[CH2:25][CH:24]=1)[C:7]([OH:9])=[O:8])([CH3:4])([CH3:2])[CH3:3]. The catalyst class is: 40. (4) Reactant: [F:1][C:2]1[C:3]([NH:28][CH:29]([C:33]([CH3:36])([CH3:35])[CH3:34])[CH2:30][CH2:31]O)=[N:4][C:5]([C:8]2[C:16]3[C:11](=[N:12][CH:13]=[C:14]([F:17])[CH:15]=3)[N:10]([S:18]([C:21]3[CH:26]=[CH:25][C:24]([CH3:27])=[CH:23][CH:22]=3)(=[O:20])=[O:19])[CH:9]=2)=[N:6][CH:7]=1.[N+:37]([C:40]1[CH:45]=[CH:44][CH:43]=[CH:42][C:41]=1[Se:46]C#N)([O-:39])=[O:38].C(P(CCCC)CCCC)CCC. Product: [CH3:36][C:33]([CH3:34])([CH3:35])[CH:29]([NH:28][C:3]1[C:2]([F:1])=[CH:7][N:6]=[C:5]([C:8]2[C:16]3[C:11](=[N:12][CH:13]=[C:14]([F:17])[CH:15]=3)[N:10]([S:18]([C:21]3[CH:26]=[CH:25][C:24]([CH3:27])=[CH:23][CH:22]=3)(=[O:20])=[O:19])[CH:9]=2)[N:4]=1)[CH2:30][CH2:31][Se:46][C:41]1[CH:42]=[CH:43][CH:44]=[CH:45][C:40]=1[N+:37]([O-:39])=[O:38]. The catalyst class is: 1. (5) Reactant: [BH4-].[Na+].[CH3:3][C:4]1([CH3:24])[C:13](=[O:14])[C:12]2[CH:15]=[CH:16][CH:17]=[C:10]3[C:11]=2[N:6]2[C:7](=[N:22][CH:23]=[C:5]12)[C:8]1[CH:21]=[CH:20][CH:19]=[CH:18][C:9]=13. Product: [CH3:3][C:4]1([CH3:24])[CH:13]([OH:14])[C:12]2[CH:15]=[CH:16][CH:17]=[C:10]3[C:11]=2[N:6]2[C:7](=[N:22][CH:23]=[C:5]12)[C:8]1[CH:21]=[CH:20][CH:19]=[CH:18][C:9]=13. The catalyst class is: 8.